This data is from NCI-60 drug combinations with 297,098 pairs across 59 cell lines. The task is: Regression. Given two drug SMILES strings and cell line genomic features, predict the synergy score measuring deviation from expected non-interaction effect. Drug 1: CN(C(=O)NC(C=O)C(C(C(CO)O)O)O)N=O. Drug 2: C(CN)CNCCSP(=O)(O)O. Cell line: NCI/ADR-RES. Synergy scores: CSS=-0.929, Synergy_ZIP=-0.0798, Synergy_Bliss=2.66, Synergy_Loewe=-0.667, Synergy_HSA=-1.82.